Task: Predict the reactants needed to synthesize the given product.. Dataset: Full USPTO retrosynthesis dataset with 1.9M reactions from patents (1976-2016) Given the product [CH3:15][CH:16]1[CH2:18][N:17]1[CH2:3][CH2:2][C:1]([O:5][CH2:6][CH2:7][CH2:8][CH2:9][O:10][C:11](=[O:14])[CH2:12][CH2:13][N:17]1[CH2:18][CH:16]1[CH3:15])=[O:4], predict the reactants needed to synthesize it. The reactants are: [C:1]([O:5][CH2:6][CH2:7][CH2:8][CH2:9][O:10][C:11](=[O:14])[CH:12]=[CH2:13])(=[O:4])[CH:2]=[CH2:3].[CH3:15][CH:16]1[CH2:18][NH:17]1.[Al].